Dataset: Forward reaction prediction with 1.9M reactions from USPTO patents (1976-2016). Task: Predict the product of the given reaction. Given the reactants [NH2:1][C:2]1[C:7](Br)=[N:6][C:5]([Br:9])=[CH:4][N:3]=1.Cl[C:11]1[C:18]([F:19])=[CH:17][CH:16]=[C:15]([F:20])[C:12]=1[CH2:13][NH2:14].F[C:22]1C=CC(F)=C[C:23]=1CN, predict the reaction product. The product is: [Br:9][C:5]1[N:6]=[C:7]2[N:14]([CH2:13][C:12]3[CH:11]=[C:18]([F:19])[CH:17]=[CH:16][C:15]=3[F:20])[CH2:22][CH2:23][NH:1][C:2]2=[N:3][CH:4]=1.